This data is from Full USPTO retrosynthesis dataset with 1.9M reactions from patents (1976-2016). The task is: Predict the reactants needed to synthesize the given product. (1) Given the product [Cl:22][CH2:18][CH2:17][CH2:16][CH2:15][NH:14][C:13]1[C:12]2[C:7](=[CH:8][CH:9]=[CH:10][CH:11]=2)[N:6]=[CH:5][C:4]=1[N+:1]([O-:3])=[O:2], predict the reactants needed to synthesize it. The reactants are: [N+:1]([C:4]1[CH:5]=[N:6][C:7]2[C:12]([C:13]=1[NH:14][CH2:15][CH2:16][CH2:17][CH2:18]O)=[CH:11][CH:10]=[CH:9][CH:8]=2)([O-:3])=[O:2].S(Cl)([Cl:22])=O. (2) Given the product [CH:20]1([CH2:26][NH:27][C:28](=[O:29])[O:17][C:13]2[CH:12]=[C:11]3[C:16](=[CH:15][CH:14]=2)[N:8]([CH2:7][C:4]2[CH:5]=[CH:6][N:1]=[CH:2][CH:3]=2)[CH2:9][C:10]3([CH3:19])[CH3:18])[CH2:25][CH2:24][CH2:23][CH2:22][CH2:21]1, predict the reactants needed to synthesize it. The reactants are: [N:1]1[CH:6]=[CH:5][C:4]([CH2:7][N:8]2[C:16]3[C:11](=[CH:12][C:13]([OH:17])=[CH:14][CH:15]=3)[C:10]([CH3:19])([CH3:18])[CH2:9]2)=[CH:3][CH:2]=1.[CH:20]1([CH2:26][N:27]=[C:28]=[O:29])[CH2:25][CH2:24][CH2:23][CH2:22][CH2:21]1.